Dataset: Full USPTO retrosynthesis dataset with 1.9M reactions from patents (1976-2016). Task: Predict the reactants needed to synthesize the given product. Given the product [CH:1]([N:4]1[CH2:5][CH2:6][CH:7]([O:10][C:11]2[CH:12]=[C:13]3[C:17](=[CH:18][CH:19]=2)[N:16]([C:32]2[CH:33]=[CH:34][C:29]([CH3:28])=[CH:30][CH:31]=2)[C:15]([C:20]([N:22]2[CH2:27][CH2:26][O:25][CH2:24][CH2:23]2)=[O:21])=[CH:14]3)[CH2:8][CH2:9]1)([CH3:3])[CH3:2], predict the reactants needed to synthesize it. The reactants are: [CH:1]([N:4]1[CH2:9][CH2:8][CH:7]([O:10][C:11]2[CH:12]=[C:13]3[C:17](=[CH:18][CH:19]=2)[NH:16][C:15]([C:20]([N:22]2[CH2:27][CH2:26][O:25][CH2:24][CH2:23]2)=[O:21])=[CH:14]3)[CH2:6][CH2:5]1)([CH3:3])[CH3:2].[CH3:28][C:29]1[CH:34]=[CH:33][C:32](B(O)O)=[CH:31][CH:30]=1.